Dataset: Forward reaction prediction with 1.9M reactions from USPTO patents (1976-2016). Task: Predict the product of the given reaction. (1) Given the reactants C([N:4]([C:14]1[CH:19]=[CH:18][C:17]([CH:20]([CH3:22])[CH3:21])=[CH:16][CH:15]=1)[C:5]1[CH:10]=[CH:9][C:8]([CH:11]([CH3:13])[CH3:12])=[CH:7][CH:6]=1)(=O)C, predict the reaction product. The product is: [CH:20]([C:17]1[CH:18]=[CH:19][C:14]([NH:4][C:5]2[CH:6]=[CH:7][C:8]([CH:11]([CH3:13])[CH3:12])=[CH:9][CH:10]=2)=[CH:15][CH:16]=1)([CH3:22])[CH3:21]. (2) Given the reactants C[O:2][C:3]([C@@H:5]1[CH2:9][C@@H:8]([S:10][CH2:11][C:12]2[CH:17]=[CH:16][C:15]([O:18][CH3:19])=[CH:14][CH:13]=2)[CH2:7][N:6]1[S:20]([C:23]1[CH:32]=[CH:31][C:30]2[C:25](=[CH:26][CH:27]=[CH:28][CH:29]=2)[CH:24]=1)(=[O:22])=[O:21])=O.O.[NH2:34][NH2:35], predict the reaction product. The product is: [CH3:19][O:18][C:15]1[CH:16]=[CH:17][C:12]([CH2:11][S:10][C@H:8]2[CH2:7][N:6]([S:20]([C:23]3[CH:32]=[CH:31][C:30]4[C:25](=[CH:26][CH:27]=[CH:28][CH:29]=4)[CH:24]=3)(=[O:22])=[O:21])[C@H:5]([C:3]([NH:34][NH2:35])=[O:2])[CH2:9]2)=[CH:13][CH:14]=1.